From a dataset of NCI-60 drug combinations with 297,098 pairs across 59 cell lines. Regression. Given two drug SMILES strings and cell line genomic features, predict the synergy score measuring deviation from expected non-interaction effect. (1) Drug 1: CN(C)C1=NC(=NC(=N1)N(C)C)N(C)C. Drug 2: CC1=C(N=C(N=C1N)C(CC(=O)N)NCC(C(=O)N)N)C(=O)NC(C(C2=CN=CN2)OC3C(C(C(C(O3)CO)O)O)OC4C(C(C(C(O4)CO)O)OC(=O)N)O)C(=O)NC(C)C(C(C)C(=O)NC(C(C)O)C(=O)NCCC5=NC(=CS5)C6=NC(=CS6)C(=O)NCCC[S+](C)C)O. Cell line: SF-295. Synergy scores: CSS=25.3, Synergy_ZIP=-7.18, Synergy_Bliss=-1.74, Synergy_Loewe=-85.5, Synergy_HSA=-3.22. (2) Cell line: SNB-19. Drug 1: CS(=O)(=O)CCNCC1=CC=C(O1)C2=CC3=C(C=C2)N=CN=C3NC4=CC(=C(C=C4)OCC5=CC(=CC=C5)F)Cl. Synergy scores: CSS=-0.229, Synergy_ZIP=-1.50, Synergy_Bliss=-5.49, Synergy_Loewe=-6.13, Synergy_HSA=-6.05. Drug 2: CC(C)(C#N)C1=CC(=CC(=C1)CN2C=NC=N2)C(C)(C)C#N. (3) Drug 1: CC1=C2C(C(=O)C3(C(CC4C(C3C(C(C2(C)C)(CC1OC(=O)C(C(C5=CC=CC=C5)NC(=O)C6=CC=CC=C6)O)O)OC(=O)C7=CC=CC=C7)(CO4)OC(=O)C)O)C)OC(=O)C. Drug 2: CC1C(C(CC(O1)OC2CC(OC(C2O)C)OC3=CC4=CC5=C(C(=O)C(C(C5)C(C(=O)C(C(C)O)O)OC)OC6CC(C(C(O6)C)O)OC7CC(C(C(O7)C)O)OC8CC(C(C(O8)C)O)(C)O)C(=C4C(=C3C)O)O)O)O. Cell line: A498. Synergy scores: CSS=59.5, Synergy_ZIP=1.20, Synergy_Bliss=4.97, Synergy_Loewe=-0.109, Synergy_HSA=5.00. (4) Drug 1: CN1CCC(CC1)COC2=C(C=C3C(=C2)N=CN=C3NC4=C(C=C(C=C4)Br)F)OC. Drug 2: CNC(=O)C1=NC=CC(=C1)OC2=CC=C(C=C2)NC(=O)NC3=CC(=C(C=C3)Cl)C(F)(F)F. Synergy scores: CSS=12.9, Synergy_ZIP=-9.91, Synergy_Bliss=-11.3, Synergy_Loewe=-15.4, Synergy_HSA=-10.3. Cell line: RXF 393.